Dataset: NCI-60 drug combinations with 297,098 pairs across 59 cell lines. Task: Regression. Given two drug SMILES strings and cell line genomic features, predict the synergy score measuring deviation from expected non-interaction effect. (1) Drug 1: CC(C1=C(C=CC(=C1Cl)F)Cl)OC2=C(N=CC(=C2)C3=CN(N=C3)C4CCNCC4)N. Drug 2: C(CCl)NC(=O)N(CCCl)N=O. Cell line: HCC-2998. Synergy scores: CSS=-11.9, Synergy_ZIP=-1.94, Synergy_Bliss=-8.60, Synergy_Loewe=-18.9, Synergy_HSA=-12.0. (2) Synergy scores: CSS=25.2, Synergy_ZIP=-7.35, Synergy_Bliss=-0.724, Synergy_Loewe=-26.2, Synergy_HSA=-2.53. Cell line: T-47D. Drug 1: CC1C(C(=O)NC(C(=O)N2CCCC2C(=O)N(CC(=O)N(C(C(=O)O1)C(C)C)C)C)C(C)C)NC(=O)C3=C4C(=C(C=C3)C)OC5=C(C(=O)C(=C(C5=N4)C(=O)NC6C(OC(=O)C(N(C(=O)CN(C(=O)C7CCCN7C(=O)C(NC6=O)C(C)C)C)C)C(C)C)C)N)C. Drug 2: C1=NNC2=C1C(=O)NC=N2. (3) Drug 1: C1=NC2=C(N1)C(=S)N=C(N2)N. Drug 2: CC1CCC2CC(C(=CC=CC=CC(CC(C(=O)C(C(C(=CC(C(=O)CC(OC(=O)C3CCCCN3C(=O)C(=O)C1(O2)O)C(C)CC4CCC(C(C4)OC)O)C)C)O)OC)C)C)C)OC. Cell line: LOX IMVI. Synergy scores: CSS=31.9, Synergy_ZIP=-5.12, Synergy_Bliss=-9.85, Synergy_Loewe=-8.00, Synergy_HSA=-6.93. (4) Drug 1: CS(=O)(=O)C1=CC(=C(C=C1)C(=O)NC2=CC(=C(C=C2)Cl)C3=CC=CC=N3)Cl. Drug 2: CCC1(C2=C(COC1=O)C(=O)N3CC4=CC5=C(C=CC(=C5CN(C)C)O)N=C4C3=C2)O.Cl. Cell line: SR. Synergy scores: CSS=65.9, Synergy_ZIP=4.58, Synergy_Bliss=4.60, Synergy_Loewe=-17.1, Synergy_HSA=8.26. (5) Drug 1: C1=NC2=C(N=C(N=C2N1C3C(C(C(O3)CO)O)O)F)N. Drug 2: C(=O)(N)NO. Cell line: HT29. Synergy scores: CSS=0.521, Synergy_ZIP=0.0716, Synergy_Bliss=0.998, Synergy_Loewe=-1.41, Synergy_HSA=-0.832. (6) Drug 1: CS(=O)(=O)C1=CC(=C(C=C1)C(=O)NC2=CC(=C(C=C2)Cl)C3=CC=CC=N3)Cl. Drug 2: C1CCC(C(C1)N)N.C(=O)(C(=O)[O-])[O-].[Pt+4]. Cell line: PC-3. Synergy scores: CSS=9.15, Synergy_ZIP=-3.54, Synergy_Bliss=-0.849, Synergy_Loewe=-3.31, Synergy_HSA=-1.11. (7) Synergy scores: CSS=40.2, Synergy_ZIP=-11.1, Synergy_Bliss=-3.21, Synergy_Loewe=0.105, Synergy_HSA=0.403. Cell line: SW-620. Drug 1: CC1=C(C=C(C=C1)NC(=O)C2=CC=C(C=C2)CN3CCN(CC3)C)NC4=NC=CC(=N4)C5=CN=CC=C5. Drug 2: CN(CCCl)CCCl.Cl. (8) Drug 1: C1CCC(CC1)NC(=O)N(CCCl)N=O. Drug 2: CCC1(CC2CC(C3=C(CCN(C2)C1)C4=CC=CC=C4N3)(C5=C(C=C6C(=C5)C78CCN9C7C(C=CC9)(C(C(C8N6C=O)(C(=O)OC)O)OC(=O)C)CC)OC)C(=O)OC)O.OS(=O)(=O)O. Cell line: T-47D. Synergy scores: CSS=23.2, Synergy_ZIP=-7.19, Synergy_Bliss=1.05, Synergy_Loewe=-16.9, Synergy_HSA=1.77. (9) Drug 1: C(CCl)NC(=O)N(CCCl)N=O. Drug 2: CC12CCC3C(C1CCC2OP(=O)(O)O)CCC4=C3C=CC(=C4)OC(=O)N(CCCl)CCCl.[Na+]. Cell line: HS 578T. Synergy scores: CSS=1.11, Synergy_ZIP=-5.48, Synergy_Bliss=-6.18, Synergy_Loewe=-12.9, Synergy_HSA=-7.23.